This data is from Forward reaction prediction with 1.9M reactions from USPTO patents (1976-2016). The task is: Predict the product of the given reaction. (1) The product is: [ClH:26].[F:19][C:20]([F:29])([F:30])[C:21]1[CH:28]=[CH:27][C:24]([CH2:25][S:18][C:9]2[NH:8][C@H:7]([C:1]3[CH:2]=[CH:3][CH:4]=[CH:5][CH:6]=3)[C@H:11]([C:12]3[CH:13]=[CH:14][CH:15]=[CH:16][CH:17]=3)[N:10]=2)=[CH:23][CH:22]=1. Given the reactants [C:1]1([C@H:7]2[C@@H:11]([C:12]3[CH:17]=[CH:16][CH:15]=[CH:14][CH:13]=3)[NH:10][C:9](=[S:18])[NH:8]2)[CH:6]=[CH:5][CH:4]=[CH:3][CH:2]=1.[F:19][C:20]([F:30])([F:29])[C:21]1[CH:28]=[CH:27][C:24]([CH2:25][Cl:26])=[CH:23][CH:22]=1, predict the reaction product. (2) Given the reactants [F:1][C:2]1[C:8](F)=[CH:7][CH:6]=[C:5]([N+:10]([O-:12])=[O:11])[C:3]=1[NH2:4].[F:13][C:14]1[CH:21]=[CH:20][C:17]([CH2:18][NH2:19])=[CH:16][CH:15]=1.CCN(CC)CC, predict the reaction product. The product is: [F:1][C:2]1[C:3]([NH2:4])=[C:5]([N+:10]([O-:12])=[O:11])[CH:6]=[CH:7][C:8]=1[NH:19][CH2:18][C:17]1[CH:20]=[CH:21][C:14]([F:13])=[CH:15][CH:16]=1. (3) Given the reactants [Li]CCCC.[C:6]1([C:12]2[C:13]([NH2:25])=[C:14]([NH2:24])[C:15]([C:18]3[CH:23]=[CH:22][CH:21]=[CH:20][CH:19]=3)=[CH:16][CH:17]=2)[CH:11]=[CH:10][CH:9]=[CH:8][CH:7]=1.[CH2:26]([O:28]C(OCC)C(OCC)=O)[CH3:27].[Li+].[OH-].Cl, predict the reaction product. The product is: [C:18]1([C:15]2[C:14]3[N:24]=[C:27]([CH:26]=[O:28])[NH:25][C:13]=3[C:12]([C:6]3[CH:7]=[CH:8][CH:9]=[CH:10][CH:11]=3)=[CH:17][CH:16]=2)[CH:19]=[CH:20][CH:21]=[CH:22][CH:23]=1. (4) Given the reactants C([O:4][CH:5]1[CH2:11][NH:10][CH2:9][CH2:8][NH:7][CH2:6]1)(=O)C.[CH2:12]([N:19]1[C:27]2[C:26](=[O:28])[N:25]([CH3:29])[C:24](=[O:30])[N:23]([CH3:31])[C:22]=2[N:21]=[C:20]1Cl)[C:13]1[CH:18]=[CH:17][CH:16]=[CH:15][CH:14]=1.C(N(CC)CC)C, predict the reaction product. The product is: [CH2:12]([N:19]1[C:27]2[C:26](=[O:28])[N:25]([CH3:29])[C:24](=[O:30])[N:23]([CH3:31])[C:22]=2[N:21]=[C:20]1[N:7]1[CH2:6][CH:5]([OH:4])[CH2:11][NH:10][CH2:9][CH2:8]1)[C:13]1[CH:18]=[CH:17][CH:16]=[CH:15][CH:14]=1.